Dataset: Peptide-MHC class II binding affinity with 134,281 pairs from IEDB. Task: Regression. Given a peptide amino acid sequence and an MHC pseudo amino acid sequence, predict their binding affinity value. This is MHC class II binding data. (1) The peptide sequence is TILPLMALLTPVTMA. The MHC is DRB1_0801 with pseudo-sequence DRB1_0801. The binding affinity (normalized) is 0.692. (2) The peptide sequence is EKEENLVRSMVSAGS. The MHC is DRB1_0401 with pseudo-sequence DRB1_0401. The binding affinity (normalized) is 0.637. (3) The peptide sequence is ECEWPLTHTIGTSVE. The MHC is HLA-DQA10201-DQB10303 with pseudo-sequence HLA-DQA10201-DQB10303. The binding affinity (normalized) is 0.738. (4) The peptide sequence is IDQVTIAGAKLRSLN. The MHC is DRB1_0101 with pseudo-sequence DRB1_0101. The binding affinity (normalized) is 1.00. (5) The peptide sequence is FGMVTLLGSALLSVL. The MHC is HLA-DQA10501-DQB10301 with pseudo-sequence HLA-DQA10501-DQB10301. The binding affinity (normalized) is 0.697.